From a dataset of Forward reaction prediction with 1.9M reactions from USPTO patents (1976-2016). Predict the product of the given reaction. (1) Given the reactants Cl.[CH2:2]([NH:9][C:10]1[C:15]([NH:16][NH2:17])=[N:14][C:13]2=[N:18][O:19][N:20]=[C:12]2[N:11]=1)[C:3]1[CH:8]=[CH:7][CH:6]=[CH:5][CH:4]=1.[O:21]1[CH:25]=[CH:24][CH:23]=[C:22]1[CH:26]=O, predict the reaction product. The product is: [CH2:2]([NH:9][C:10]1[C:15]([NH:16][N:17]=[CH:26][C:22]2[O:21][CH:25]=[CH:24][CH:23]=2)=[N:14][C:13]2=[N:18][O:19][N:20]=[C:12]2[N:11]=1)[C:3]1[CH:4]=[CH:5][CH:6]=[CH:7][CH:8]=1. (2) Given the reactants CS(OC[C:7]1[N:8]=[N:9][N:10]([CH2:12][CH2:13][C@H:14]2[O:20][C@H:19]([C:21]3[CH:26]=[CH:25][CH:24]=[C:23]([O:27][CH3:28])[C:22]=3[O:29][CH3:30])[C:18]3[CH:31]=[C:32]([Cl:35])[CH:33]=[CH:34][C:17]=3[N:16]3[CH:36]=[CH:37][CH:38]=[C:15]23)[CH:11]=1)(=O)=O.[CH3:39][OH:40].[CH3:41][S:42](Cl)(=[O:44])=[O:43], predict the reaction product. The product is: [CH3:41][S:42]([O:40][CH2:39][C:11]1[N:10]([CH2:12][CH2:13][C@H:14]2[O:20][C@H:19]([C:21]3[CH:26]=[CH:25][CH:24]=[C:23]([O:27][CH3:28])[C:22]=3[O:29][CH3:30])[C:18]3[CH:31]=[C:32]([Cl:35])[CH:33]=[CH:34][C:17]=3[N:16]3[CH:36]=[CH:37][CH:38]=[C:15]23)[N:9]=[N:8][CH:7]=1)(=[O:44])=[O:43]. (3) The product is: [NH2:15][C:12]1[CH:13]=[CH:14][C:9]([O:8][CH2:1][C:2]2[CH:7]=[CH:6][CH:5]=[CH:4][CH:3]=2)=[C:10]([Br:18])[CH:11]=1. Given the reactants [CH2:1]([O:8][C:9]1[CH:14]=[CH:13][C:12]([N+:15]([O-])=O)=[CH:11][C:10]=1[Br:18])[C:2]1[CH:7]=[CH:6][CH:5]=[CH:4][CH:3]=1, predict the reaction product. (4) Given the reactants O[CH2:2][C:3]1[N:4]=[C:5]([NH:8][C:9](=[O:15])[O:10][C:11]([CH3:14])([CH3:13])[CH3:12])[S:6][CH:7]=1.P(Br)(Br)[Br:17], predict the reaction product. The product is: [Br:17][CH2:2][C:3]1[N:4]=[C:5]([NH:8][C:9](=[O:15])[O:10][C:11]([CH3:14])([CH3:13])[CH3:12])[S:6][CH:7]=1. (5) Given the reactants [F:1][C:2]([F:32])([F:31])[C:3]1[CH:4]=[C:5]([CH:24]=[C:25]([C:27]([F:30])([F:29])[F:28])[CH:26]=1)[C:6]([N:8]1[CH2:13][CH2:12][NH:11][CH2:10][C@H:9]1[CH2:14][C:15]1[C:23]2[C:18](=[CH:19][CH:20]=[CH:21][CH:22]=2)[NH:17][CH:16]=1)=[O:7].[CH3:33][N:34]1[CH:38]=[C:37]([CH:39]=O)[CH:36]=[N:35]1.C(O[BH-](OC(=O)C)OC(=O)C)(=O)C.[Na+].[Cl:55]CCl, predict the reaction product. The product is: [ClH:55].[F:30][C:27]([F:28])([F:29])[C:25]1[CH:24]=[C:5]([CH:4]=[C:3]([C:2]([F:1])([F:31])[F:32])[CH:26]=1)[C:6]([N:8]1[CH2:13][CH2:12][N:11]([CH2:39][C:37]2[CH:36]=[N:35][N:34]([CH3:33])[CH:38]=2)[CH2:10][C@H:9]1[CH2:14][C:15]1[C:23]2[C:18](=[CH:19][CH:20]=[CH:21][CH:22]=2)[NH:17][CH:16]=1)=[O:7]. (6) Given the reactants [NH2:1][C:2]1[C:7]([F:8])=[C:6]([CH2:9][CH:10]2[CH2:12][CH2:11]2)[N:5]=[C:4]([CH:13]=[O:14])[C:3]=1[Cl:15].CC(=CC)C.P([O-])([O-])(O)=[O:22].[Na+].[Na+].Cl([O-])=O.[Na+], predict the reaction product. The product is: [NH2:1][C:2]1[C:7]([F:8])=[C:6]([CH2:9][CH:10]2[CH2:11][CH2:12]2)[N:5]=[C:4]([C:13]([OH:22])=[O:14])[C:3]=1[Cl:15]. (7) Given the reactants [Cl:1][C:2]1[CH:7]=[C:6]([Cl:8])[CH:5]=[CH:4][C:3]=1[CH2:9][O:10][C@@H:11]1[C@@H:17]([CH2:18][O:19][CH2:20][C:21]2[CH:26]=[CH:25][C:24]([Cl:27])=[CH:23][C:22]=2[Cl:28])[O:16][C@H:13](OC)[C@:12]1([CH3:30])[OH:29].Br.[Cl:32][C:33]1[N:38]=[CH:37][NH:36][C:35]2=[N:39][CH:40]=[CH:41][C:34]=12.[H-].[Na+], predict the reaction product. The product is: [Cl:32][C:33]1[C:34]2[CH:41]=[CH:40][N:39]([C@@H:13]3[O:16][C@H:17]([CH2:18][O:19][CH2:20][C:21]4[CH:26]=[CH:25][C:24]([Cl:27])=[CH:23][C:22]=4[Cl:28])[C@@H:11]([O:10][CH2:9][C:3]4[CH:4]=[CH:5][C:6]([Cl:8])=[CH:7][C:2]=4[Cl:1])[C@@:12]3([CH3:30])[OH:29])[C:35]=2[N:36]=[CH:37][N:38]=1. (8) Given the reactants C(=O)([O-])[O-].[Na+].[Na+].[Cl:7][C:8]1[N:13]=[C:12](Cl)[CH:11]=[C:10]([CH3:15])[N:9]=1.[NH2:16][C:17]1[NH:21][N:20]=[C:19]([CH3:22])[CH:18]=1, predict the reaction product. The product is: [Cl:7][C:8]1[N:13]=[C:12]([NH:16][C:17]2[CH:18]=[C:19]([CH3:22])[NH:20][N:21]=2)[CH:11]=[C:10]([CH3:15])[N:9]=1.